This data is from Reaction yield outcomes from USPTO patents with 853,638 reactions. The task is: Predict the reaction yield, written as a fraction of the theoretical maximum amount of product (1.0 means a 100% yield; for example, 0.34 means a 34% yield). (1) The reactants are [C:1]([C:5]1[NH:6][C:7]2[C:12]([CH:13]=1)=[CH:11][C:10]([N+:14]([O-])=O)=[CH:9][CH:8]=2)([CH3:4])([CH3:3])[CH3:2]. The catalyst is CO.[Pd]. The product is [NH2:14][C:10]1[CH:11]=[C:12]2[C:7](=[CH:8][CH:9]=1)[NH:6][C:5]([C:1]([CH3:4])([CH3:3])[CH3:2])=[CH:13]2. The yield is 0.920. (2) The reactants are [OH-].[K+].C(OC([N:8]1[C:14]2[CH:15]=[CH:16][C:17]([N+:19]([O-:21])=[O:20])=[CH:18][C:13]=2[O:12][CH2:11][CH2:10][CH2:9]1)=O)C. The catalyst is O.COCCO. The product is [N+:19]([C:17]1[CH:16]=[CH:15][C:14]2[NH:8][CH2:9][CH2:10][CH2:11][O:12][C:13]=2[CH:18]=1)([O-:21])=[O:20]. The yield is 0.930. (3) The reactants are [Cl:1][C:2]1[N:7]=[C:6](Cl)[C:5]([F:9])=[CH:4][N:3]=1.[CH3:10][Mg]Br.CCOCC. The catalyst is C1COCC1.CN1C(=O)CCC1. The product is [Cl:1][C:2]1[N:7]=[C:6]([CH3:10])[C:5]([F:9])=[CH:4][N:3]=1. The yield is 0.480. (4) The reactants are [H-].[Na+].[F:3][C:4]([F:9])([F:8])[CH2:5][CH2:6][OH:7].I[C:11]1[S:12][CH:13]=[CH:14][CH:15]=1. The catalyst is O1CCCC1.[Cu]I. The product is [F:3][C:4]([F:9])([F:8])[CH2:5][CH2:6][O:7][C:11]1[S:12][CH:13]=[CH:14][CH:15]=1. The yield is 0.570. (5) The reactants are [S:1]1[C:5](B(O)O)=[CH:4][C:3]2[CH:9]=[CH:10][CH:11]=[CH:12][C:2]1=2.Cl[C:14]1[CH:15]=[C:16]2[C:21](=[CH:22][C:23]=1[N:24]([CH:26]([CH3:28])[CH3:27])[CH3:25])[CH:20]=[C:19]([C:29]([O:31][CH3:32])=[O:30])[CH:18]=[CH:17]2.[O-]P([O-])([O-])=O.[K+].[K+].[K+]. The catalyst is O1CCOCC1.O.C1C=CC([P]([Pd]([P](C2C=CC=CC=2)(C2C=CC=CC=2)C2C=CC=CC=2)([P](C2C=CC=CC=2)(C2C=CC=CC=2)C2C=CC=CC=2)[P](C2C=CC=CC=2)(C2C=CC=CC=2)C2C=CC=CC=2)(C2C=CC=CC=2)C2C=CC=CC=2)=CC=1. The product is [S:1]1[C:5]([C:14]2[CH:15]=[C:16]3[C:21](=[CH:22][C:23]=2[N:24]([CH:26]([CH3:28])[CH3:27])[CH3:25])[CH:20]=[C:19]([C:29]([O:31][CH3:32])=[O:30])[CH:18]=[CH:17]3)=[CH:4][C:3]2[CH:9]=[CH:10][CH:11]=[CH:12][C:2]1=2. The yield is 0.875. (6) The catalyst is C(OCC)(=O)C.[Pd]. The yield is 0.360. The reactants are O[NH:2][C:3]1[N:8]=[CH:7][C:6]([C:9]2[CH:31]=[CH:30][C:12]([C:13]([NH:15][CH2:16][C:17]3[CH:22]=[N:21][C:20]([CH3:23])=[C:19]4[O:24][C:25]([CH3:29])([CH3:28])[O:26][CH2:27][C:18]=34)=[O:14])=[CH:11][CH:10]=2)=[CH:5][CH:4]=1. The product is [NH2:2][C:3]1[N:8]=[CH:7][C:6]([C:9]2[CH:31]=[CH:30][C:12]([C:13]([NH:15][CH2:16][C:17]3[CH:22]=[N:21][C:20]([CH3:23])=[C:19]4[O:24][C:25]([CH3:28])([CH3:29])[O:26][CH2:27][C:18]=34)=[O:14])=[CH:11][CH:10]=2)=[CH:5][CH:4]=1. (7) The catalyst is C(OCC)(=O)C. The yield is 0.370. The reactants are Cl[C:2]1[C:3]([N+:9]([O-:11])=[O:10])=[C:4]([CH:6]=[CH:7][CH:8]=1)[NH2:5].[CH3:12][N:13]([CH3:18])[CH2:14][CH2:15][CH2:16][NH2:17]. The product is [CH3:12][N:13]([CH3:18])[CH2:14][CH2:15][CH2:16][NH:17][C:2]1[CH:8]=[CH:7][CH:6]=[C:4]([NH2:5])[C:3]=1[N+:9]([O-:11])=[O:10].